This data is from Forward reaction prediction with 1.9M reactions from USPTO patents (1976-2016). The task is: Predict the product of the given reaction. (1) Given the reactants BrCC1C=CC(C(OC(C)(C)C)=O)=C(Cl)C=1.FC(F)(F)CN.[Cl:23][C:24]1[CH:36]=[C:35]([CH2:37][NH:38][CH2:39][C:40]([F:43])([F:42])[F:41])[CH:34]=[CH:33][C:25]=1[C:26]([O:28]C(C)(C)C)=[O:27].Cl, predict the reaction product. The product is: [Cl:23][C:24]1[CH:36]=[C:35]([CH2:37][NH:38][CH2:39][C:40]([F:41])([F:42])[F:43])[CH:34]=[CH:33][C:25]=1[C:26]([OH:28])=[O:27]. (2) Given the reactants [CH2:1]([O:8][CH2:9][C@H:10]1[CH2:12][O:11]1)[C:2]1[CH:7]=[CH:6][CH:5]=[CH:4][CH:3]=1.[CH:13]([Mg]Cl)=[CH2:14].[Cl-].[NH4+], predict the reaction product. The product is: [CH2:1]([O:8][CH2:9][C@H:10]([OH:11])[CH2:12][CH:13]=[CH2:14])[C:2]1[CH:7]=[CH:6][CH:5]=[CH:4][CH:3]=1. (3) Given the reactants [CH:1]1[CH:6]=[N:5][CH:4]=[C:3]([CH2:7][C:8]([P:14]([O-:17])([OH:16])=[O:15])([P:10]([OH:13])([OH:12])=[O:11])[OH:9])[CH:2]=1.[CH:1]1[CH:6]=[N:5][CH:4]=[C:3]([CH2:7][C:8]([P:14]([O-:16])([OH:17])=[O:15])([P:10]([OH:12])([OH:13])=[O:11])[OH:9])[CH:2]=1.O.O.O.O.O.[Na+:40].[Na+:40], predict the reaction product. The product is: [CH:1]1[CH:6]=[N:5][CH:4]=[C:3]([CH2:7][C:8]([P:10]([O-:12])([OH:13])=[O:11])([P:14]([OH:17])([OH:16])=[O:15])[OH:9])[CH:2]=1.[Na+:40]. (4) Given the reactants [NH:1]1[CH2:5][CH2:4][C@H:3]([NH:6][C:7](=[O:13])[O:8][C:9]([CH3:12])([CH3:11])[CH3:10])[CH2:2]1.C([O-])(=O)C.[Na+].[N:19]#[C:20]Br, predict the reaction product. The product is: [C:20]([N:1]1[CH2:5][CH2:4][C@H:3]([NH:6][C:7](=[O:13])[O:8][C:9]([CH3:10])([CH3:12])[CH3:11])[CH2:2]1)#[N:19]. (5) The product is: [CH3:16][N:17]([CH3:19])/[CH:18]=[CH:9]/[C:8]1[S:7][C:6]([C:10]([O:12][CH3:13])=[O:11])=[CH:5][C:4]=1[N+:1]([O-:3])=[O:2]. Given the reactants [N+:1]([C:4]1[CH:5]=[C:6]([C:10]([O:12][CH3:13])=[O:11])[S:7][C:8]=1[CH3:9])([O-:3])=[O:2].CO[CH:16](OC)[N:17]([CH3:19])[CH3:18], predict the reaction product. (6) Given the reactants F[C:2]1[C:7]([CH:8]2[CH2:13][CH2:12][C:11](=[O:14])[CH2:10][CH2:9]2)=[CH:6][CH:5]=[CH:4][N:3]=1.[NH:15]1[C:19]2[CH:20]=[CH:21][CH:22]=[CH:23][C:18]=2[N:17]=[C:16]1[C:24]([C:26]1[CH:31]=[CH:30][C:29]([OH:32])=[CH:28][CH:27]=1)=[O:25].C(=O)([O-])[O-].[Cs+].[Cs+], predict the reaction product. The product is: [NH:15]1[C:19]2[CH:20]=[CH:21][CH:22]=[CH:23][C:18]=2[N:17]=[C:16]1[C:24]([C:26]1[CH:31]=[CH:30][C:29]([O:32][C:2]2[C:7]([CH:8]3[CH2:13][CH2:12][C:11](=[O:14])[CH2:10][CH2:9]3)=[CH:6][CH:5]=[CH:4][N:3]=2)=[CH:28][CH:27]=1)=[O:25]. (7) Given the reactants [Br:1][C:2]1[CH:3]=[C:4]2[C:10]([C:11]3[O:15][C:14]([CH2:16][NH:17]C(=O)C)=[CH:13][CH:12]=3)=[C:9]([C:21]3[CH:26]=[CH:25][CH:24]=[CH:23][CH:22]=3)[NH:8][C:5]2=[N:6][CH:7]=1.[OH-].[K+], predict the reaction product. The product is: [Br:1][C:2]1[CH:3]=[C:4]2[C:10]([C:11]3[O:15][C:14]([CH2:16][NH2:17])=[CH:13][CH:12]=3)=[C:9]([C:21]3[CH:22]=[CH:23][CH:24]=[CH:25][CH:26]=3)[NH:8][C:5]2=[N:6][CH:7]=1. (8) The product is: [CH2:25]([O:27][CH2:28][N:14]([C:11]1[CH:10]=[C:9]([CH3:8])[O:13][N:12]=1)[S:15]([C:18]1[CH:22]=[C:21]([CH3:23])[S:20][C:19]=1[Br:24])(=[O:16])=[O:17])[CH3:26]. Given the reactants [H-].[Na+].CN(C)C=O.[CH3:8][C:9]1[O:13][N:12]=[C:11]([NH:14][S:15]([C:18]2[CH:22]=[C:21]([CH3:23])[S:20][C:19]=2[Br:24])(=[O:17])=[O:16])[CH:10]=1.[CH2:25]([O:27][CH2:28]Cl)[CH3:26], predict the reaction product.